Dataset: Catalyst prediction with 721,799 reactions and 888 catalyst types from USPTO. Task: Predict which catalyst facilitates the given reaction. (1) Reactant: C([O:3][C:4]([CH2:6][O:7][C:8]1[CH:30]=[CH:29][C:11]2[CH2:12][CH2:13][CH2:14][C@H:15]([NH:17][CH2:18][C@H:19]([OH:28])[CH2:20][O:21][C:22]3[CH:27]=[CH:26][CH:25]=[CH:24][CH:23]=3)[CH2:16][C:10]=2[CH:9]=1)=[O:5])C.[OH-].[Na+:32]. Product: [OH:28][C@H:19]([CH2:20][O:21][C:22]1[CH:23]=[CH:24][CH:25]=[CH:26][CH:27]=1)[CH2:18][NH:17][C@H:15]1[CH2:14][CH2:13][CH2:12][C:11]2[CH:29]=[CH:30][C:8]([O:7][CH2:6][C:4]([O-:5])=[O:3])=[CH:9][C:10]=2[CH2:16]1.[Na+:32]. The catalyst class is: 8. (2) Reactant: [CH3:1][C:2]([OH:41])([C:4]1[CH:5]=[CH:6][CH:7]=[CH:8][C:9]=1[CH2:10][CH2:11][C@@H:12]([S:32][CH2:33][C:34]1([CH2:37][C:38]([OH:40])=[O:39])[CH2:36][CH2:35]1)[C:13]1[CH:14]=[CH:15][CH:16]=[C:17](/[CH:19]=[CH:20]/[C:21]2[CH:22]=[CH:23][C:24]3[CH:25]=[CH:26][C:27]([Cl:31])=[CH:28][C:29]=3[N:30]=2)[CH:18]=1)[CH3:3].C(N)(C)C.CC(C)([O-])C.[Na+:51].C. Product: [CH3:3][C:2]([OH:41])([C:4]1[CH:5]=[CH:6][CH:7]=[CH:8][C:9]=1[CH2:10][CH2:11][C@@H:12]([S:32][CH2:33][C:34]1([CH2:37][C:38]([O-:40])=[O:39])[CH2:35][CH2:36]1)[C:13]1[CH:14]=[CH:15][CH:16]=[C:17](/[CH:19]=[CH:20]/[C:21]2[CH:22]=[CH:23][C:24]3[CH:25]=[CH:26][C:27]([Cl:31])=[CH:28][C:29]=3[N:30]=2)[CH:18]=1)[CH3:1].[Na+:51]. The catalyst class is: 11. (3) Reactant: [C:1]1([CH3:24])[CH:6]=[CH:5][CH:4]=[CH:3][C:2]=1[C:7]1[CH:8]=[C:9]2[C:14](=[CH:15][CH:16]=1)[N:13]=[C:12]([NH:17][C:18](=[O:23])[C:19]([CH3:22])([CH3:21])[CH3:20])[CH:11]=[CH:10]2.[Li]CCCC.[I:30]I. Product: [I:30][C:11]1[C:12]([NH:17][C:18](=[O:23])[C:19]([CH3:20])([CH3:21])[CH3:22])=[N:13][C:14]2[C:9]([CH:10]=1)=[CH:8][C:7]([C:2]1[CH:3]=[CH:4][CH:5]=[CH:6][C:1]=1[CH3:24])=[CH:16][CH:15]=2. The catalyst class is: 788. (4) The catalyst class is: 8. Reactant: [NH2:1][C:2]1[C:7]([Cl:8])=[CH:6][CH:5]=[CH:4][N:3]=1.Br[CH2:10][C:11]([C:13]1[CH:18]=[CH:17][C:16]([F:19])=[CH:15][CH:14]=1)=O.C(=O)(O)[O-].[Na+]. Product: [Cl:8][C:7]1[C:2]2[N:3]([CH:10]=[C:11]([C:13]3[CH:18]=[CH:17][C:16]([F:19])=[CH:15][CH:14]=3)[N:1]=2)[CH:4]=[CH:5][CH:6]=1. (5) Reactant: [OH:1][C:2]1[C:3]([CH3:18])=[C:4]2[C:9](=[C:10]([CH3:13])[C:11]=1[CH3:12])[O:8][C:7]([CH3:17])([C:14]([OH:16])=[O:15])[CH2:6][CH2:5]2.[CH3:19][C:20](OC(C)=O)=[O:21]. Product: [C:20]([O:1][C:2]1[C:3]([CH3:18])=[C:4]2[C:9](=[C:10]([CH3:13])[C:11]=1[CH3:12])[O:8][C:7]([CH3:17])([C:14]([OH:16])=[O:15])[CH2:6][CH2:5]2)(=[O:21])[CH3:19]. The catalyst class is: 17.